From a dataset of Forward reaction prediction with 1.9M reactions from USPTO patents (1976-2016). Predict the product of the given reaction. Given the reactants [F:1][C:2]1[CH:3]=[CH:4][CH:5]=[C:6]2[C:10]=1[N:9]([CH:11]([CH3:13])[CH3:12])[N:8]=[C:7]2[C:14]1[CH:19]=[CH:18][C:17]([O:20]C)=[CH:16][C:15]=1[CH3:22].B(Br)(Br)Br.C1CCCCC=1, predict the reaction product. The product is: [F:1][C:2]1[CH:3]=[CH:4][CH:5]=[C:6]2[C:10]=1[N:9]([CH:11]([CH3:13])[CH3:12])[N:8]=[C:7]2[C:14]1[CH:19]=[CH:18][C:17]([OH:20])=[CH:16][C:15]=1[CH3:22].